The task is: Regression. Given a peptide amino acid sequence and an MHC pseudo amino acid sequence, predict their binding affinity value. This is MHC class I binding data.. This data is from Peptide-MHC class I binding affinity with 185,985 pairs from IEDB/IMGT. (1) The peptide sequence is RKKLRPRWL. The MHC is HLA-C07:01 with pseudo-sequence HLA-C07:01. The binding affinity (normalized) is 0.0847. (2) The peptide sequence is GNSSWPWQI. The MHC is HLA-A11:01 with pseudo-sequence HLA-A11:01. The binding affinity (normalized) is 0.254. (3) The peptide sequence is ILKEPVHGV. The MHC is HLA-B57:01 with pseudo-sequence HLA-B57:01. The binding affinity (normalized) is 0. (4) The peptide sequence is MLGEETIKV. The MHC is HLA-A02:01 with pseudo-sequence HLA-A02:01. The binding affinity (normalized) is 0.584. (5) The MHC is HLA-B40:02 with pseudo-sequence HLA-B40:02. The binding affinity (normalized) is 0.250. The peptide sequence is ADQAIANGV. (6) The peptide sequence is YMSALNHTK. The MHC is HLA-A68:01 with pseudo-sequence HLA-A68:01. The binding affinity (normalized) is 0.886.